Task: Predict the reaction yield, written as a fraction of the theoretical maximum amount of product (1.0 means a 100% yield; for example, 0.34 means a 34% yield).. Dataset: Reaction yield outcomes from USPTO patents with 853,638 reactions (1) The reactants are [H-].[Na+].[CH3:3][S:4]([NH2:7])(=[O:6])=[O:5].[C:8]([C:12]1[CH:17]=[CH:16][C:15]([C:18]2[CH:23]=[CH:22][CH:21]=[C:20]([CH:24]3[C:33]([CH3:35])([CH3:34])[CH2:32][C:31]4[C:30]([C:36](O)=[O:37])=[C:29]([F:39])[CH:28]=[CH:27][C:26]=4[NH:25]3)[CH:19]=2)=[CH:14][CH:13]=1)([CH3:11])([CH3:10])[CH3:9].C(N1C=CN=C1)(N1C=CN=C1)=O. The catalyst is CN(C)C=O. The product is [C:8]([C:12]1[CH:13]=[CH:14][C:15]([C:18]2[CH:23]=[CH:22][CH:21]=[C:20]([CH:24]3[C:33]([CH3:35])([CH3:34])[CH2:32][C:31]4[C:30]([C:36]([NH:7][S:4]([CH3:3])(=[O:6])=[O:5])=[O:37])=[C:29]([F:39])[CH:28]=[CH:27][C:26]=4[NH:25]3)[CH:19]=2)=[CH:16][CH:17]=1)([CH3:11])([CH3:9])[CH3:10]. The yield is 0.200. (2) The reactants are [CH3:1][CH:2]([CH3:17])[CH2:3][NH:4][CH2:5][C:6]1[CH:16]=[CH:15][C:9]2[CH2:10][CH2:11][CH2:12][CH2:13][O:14][C:8]=2[CH:7]=1.[C:18]([O:22][C:23]([N:25]1[CH2:30][CH2:29][O:28][CH:27]([C:31](O)=[O:32])[CH2:26]1)=[O:24])([CH3:21])([CH3:20])[CH3:19].O.ON1C2C=CC=CC=2N=N1.Cl.C(N=C=NCCCN(C)C)C.C(N(CC)CC)C. The catalyst is ClCCl. The product is [CH2:3]([N:4]([CH2:5][C:6]1[CH:16]=[CH:15][C:9]2[CH2:10][CH2:11][CH2:12][CH2:13][O:14][C:8]=2[CH:7]=1)[C:31]([CH:27]1[O:28][CH2:29][CH2:30][N:25]([C:23]([O:22][C:18]([CH3:21])([CH3:20])[CH3:19])=[O:24])[CH2:26]1)=[O:32])[CH:2]([CH3:17])[CH3:1]. The yield is 0.860. (3) The reactants are [F:1][CH:2]([C:5]1[CH:10]=[CH:9][CH:8]=[CH:7][CH:6]=1)[CH2:3][OH:4].[Cl:11][C:12]1[C:17]([C:18]([F:21])([F:20])[F:19])=[C:16](Cl)[CH:15]=[CH:14][N:13]=1. No catalyst specified. The product is [Cl:11][C:12]1[C:17]([C:18]([F:19])([F:20])[F:21])=[C:16]([O:4][CH2:3][CH:2]([F:1])[C:5]2[CH:10]=[CH:9][CH:8]=[CH:7][CH:6]=2)[CH:15]=[CH:14][N:13]=1. The yield is 0.780. (4) The reactants are [F:1][C:2]1[CH:7]=[CH:6][C:5]([N:8]2[C:16]3[C:11](=[CH:12][C:13]([O:17][C@H:18]([C:22]4[CH:27]=[CH:26][CH:25]=[CH:24][CH:23]=4)[C@H:19]([CH3:21])[NH2:20])=[CH:14][CH:15]=3)[CH:10]=[N:9]2)=[CH:4][CH:3]=1.[O:28]1[CH:32]=[CH:31][CH:30]=[C:29]1[CH2:33][N:34]=[C:35]=[S:36].O. The catalyst is ClCCl. The product is [F:1][C:2]1[CH:3]=[CH:4][C:5]([N:8]2[C:16]3[C:11](=[CH:12][C:13]([O:17][C@H:18]([C:22]4[CH:23]=[CH:24][CH:25]=[CH:26][CH:27]=4)[C@@H:19]([NH:20][C:35]([NH:34][CH2:33][C:29]4[O:28][CH:32]=[CH:31][CH:30]=4)=[S:36])[CH3:21])=[CH:14][CH:15]=3)[CH:10]=[N:9]2)=[CH:6][CH:7]=1. The yield is 0.777. (5) The reactants are [Li+].C[Si]([N-][Si](C)(C)C)(C)C.[CH2:11]([C@@:18]12[CH2:31][CH2:30][C@:29]([O:36][Si:37]([CH2:42][CH3:43])([CH2:40][CH3:41])[CH2:38][CH3:39])([C:32]([F:35])([F:34])[F:33])[CH2:28][C@H:27]1[CH:26]=[C:25]([CH3:44])[C:24]1[CH:23]=[C:22]([C:45](OC)=[O:46])[CH:21]=[CH:20][C:19]2=1)[C:12]1[CH:17]=[CH:16][CH:15]=[CH:14][CH:13]=1.[NH2:49][C:50]1[C:51]([CH3:56])=[N:52][CH:53]=[CH:54][CH:55]=1.C([O-])(O)=O.[Na+]. The catalyst is O.C1(C)C=CC=CC=1. The product is [CH2:11]([C@@:18]12[CH2:31][CH2:30][C@:29]([O:36][Si:37]([CH2:42][CH3:43])([CH2:40][CH3:41])[CH2:38][CH3:39])([C:32]([F:34])([F:35])[F:33])[CH2:28][C@H:27]1[CH:26]=[C:25]([CH3:44])[C:24]1[CH:23]=[C:22]([C:45]([NH:49][C:50]3[C:51]([CH3:56])=[N:52][CH:53]=[CH:54][CH:55]=3)=[O:46])[CH:21]=[CH:20][C:19]2=1)[C:12]1[CH:17]=[CH:16][CH:15]=[CH:14][CH:13]=1. The yield is 0.920. (6) The product is [CH2:6]([O:5][P:4]([CH:3]([C:1]#[N:2])[CH2:23][C:24]([CH2:47][CH3:48])=[CH:25][CH2:26][C:27]1[C:35]([O:36][CH2:37][CH2:38][Si:39]([CH3:42])([CH3:40])[CH3:41])=[C:34]2[C:30](=[C:29]([CH3:44])[C:28]=1[O:45][CH3:46])[CH2:31][O:32][C:33]2=[O:43])(=[O:11])[O:8][CH2:9][CH3:10])[CH3:7]. The reactants are [C:1]([CH2:3][P:4](=[O:11])([O:8][CH2:9][CH3:10])[O:5][CH2:6][CH3:7])#[N:2].C[Si]([N-][Si](C)(C)C)(C)C.[Na+].Br[CH2:23][C:24]([CH2:47][CH3:48])=[CH:25][CH2:26][C:27]1[C:35]([O:36][CH2:37][CH2:38][Si:39]([CH3:42])([CH3:41])[CH3:40])=[C:34]2[C:30]([CH2:31][O:32][C:33]2=[O:43])=[C:29]([CH3:44])[C:28]=1[O:45][CH3:46].[Cl-].[NH4+]. The yield is 0.420. The catalyst is C1COCC1.